This data is from Forward reaction prediction with 1.9M reactions from USPTO patents (1976-2016). The task is: Predict the product of the given reaction. (1) Given the reactants [CH2:1]([O:8][C:9]1[C:14](=[O:15])[CH:13]=[C:12]([CH2:16][NH:17][S:18]([C:21]2[CH:26]=[CH:25][C:24]([Cl:27])=[CH:23][CH:22]=2)(=[O:20])=[O:19])[N:11]([CH3:28])[C:10]=1[C:29]([OH:31])=O)[C:2]1[CH:7]=[CH:6][CH:5]=[CH:4][CH:3]=1.[CH3:32][NH:33]C(C1N(C)C(C(S(C2C=CC=CC=2)(=O)=O)N)=CC(=O)C=1OCC1C=CC=CC=1)=O, predict the reaction product. The product is: [CH3:32][NH:33][C:29]([C:10]1[N:11]([CH3:28])[C:12]([CH2:16][NH:17][S:18]([C:21]2[CH:26]=[CH:25][C:24]([Cl:27])=[CH:23][CH:22]=2)(=[O:20])=[O:19])=[CH:13][C:14](=[O:15])[C:9]=1[O:8][CH2:1][C:2]1[CH:7]=[CH:6][CH:5]=[CH:4][CH:3]=1)=[O:31]. (2) Given the reactants N1N=C(C2C=CC=CC=2C([N:14]2[CH2:18][CH:17]3[CH2:19][N:20]([C:22](OC(C)(C)C)=O)[CH2:21][CH:16]3[CH2:15]2)=O)NC=1.C(OC(N1CC2C(CNC2)C1)=O)(C)(C)C.[F:44][C:45]1[CH:53]=[CH:52][CH:51]=[C:50]([N:54]2[N:58]=[CH:57][CH:56]=[N:55]2)[C:46]=1[C:47]([OH:49])=O.[N:59]1[N:60]=[C:61]([C:64]2C=CC=CC=2C(O)=O)[NH:62][CH:63]=1, predict the reaction product. The product is: [F:44][C:45]1[CH:53]=[CH:52][CH:51]=[C:50]([N:54]2[N:58]=[CH:57][CH:56]=[N:55]2)[C:46]=1[C:47]([N:14]1[CH2:15][CH:16]2[CH:17]([CH2:19][N:20]([C:22]3[N:60]=[C:61]([CH3:64])[N:62]=[CH:63][N:59]=3)[CH2:21]2)[CH2:18]1)=[O:49]. (3) Given the reactants C[Si]([NH-])(C)C.[Li+].[C:7]([C:10]1[CH:14]=[CH:13][N:12]([CH3:15])[CH:11]=1)(=O)[CH3:8].[C:16](OC)(=O)[C:17]([O:19][CH3:20])=[O:18].[Cl:24][C:25]1[N:26]=[N:27][C:28]([NH:31][NH2:32])=[CH:29][CH:30]=1.Cl, predict the reaction product. The product is: [Cl:24][C:25]1[N:26]=[N:27][C:28]([N:31]2[C:7]([C:10]3[CH:14]=[CH:13][N:12]([CH3:15])[CH:11]=3)=[CH:8][C:16]([C:17]([O:19][CH3:20])=[O:18])=[N:32]2)=[CH:29][CH:30]=1. (4) Given the reactants Cl[C:2]1[CH:7]=[C:6]([C:8]2[CH:13]=[CH:12][CH:11]=[C:10]([CH3:14])[C:9]=2[CH3:15])[N:5]=[C:4]([NH2:16])[N:3]=1.[N:17]1[CH:22]=[CH:21][C:20]([CH2:23][CH2:24][NH2:25])=[CH:19][CH:18]=1.C(N(CC)C(C)C)(C)C.CO, predict the reaction product. The product is: [CH3:15][C:9]1[C:10]([CH3:14])=[CH:11][CH:12]=[CH:13][C:8]=1[C:6]1[N:5]=[C:4]([NH2:16])[N:3]=[C:2]([NH:25][CH2:24][CH2:23][C:20]2[CH:21]=[CH:22][N:17]=[CH:18][CH:19]=2)[CH:7]=1. (5) Given the reactants [NH2:1][C@@H:2]([CH2:15][C:16]1[CH:21]=[CH:20][C:19]([C:22]2[N:27]=[CH:26][C:25]([C:28]3[CH:33]=[CH:32][C:31]([O:34][CH2:35][CH2:36][CH2:37][CH2:38][CH2:39][CH2:40][CH3:41])=[CH:30][CH:29]=3)=[CH:24][N:23]=2)=[CH:18][CH:17]=1)[C:3]([NH:5][C@H:6]([CH3:14])[C:7]([O:9][C:10]([CH3:13])([CH3:12])[CH3:11])=[O:8])=[O:4].[C:42]([C:46]1[CH:54]=[CH:53][C:49]([C:50](O)=[O:51])=[CH:48][CH:47]=1)([CH3:45])([CH3:44])[CH3:43].CN(C(ON1N=NC2C=CC=NC1=2)=[N+](C)C)C.F[P-](F)(F)(F)(F)F, predict the reaction product. The product is: [C:42]([C:46]1[CH:47]=[CH:48][C:49]([C:50]([NH:1][C@@H:2]([CH2:15][C:16]2[CH:21]=[CH:20][C:19]([C:22]3[N:27]=[CH:26][C:25]([C:28]4[CH:33]=[CH:32][C:31]([O:34][CH2:35][CH2:36][CH2:37][CH2:38][CH2:39][CH2:40][CH3:41])=[CH:30][CH:29]=4)=[CH:24][N:23]=3)=[CH:18][CH:17]=2)[C:3]([NH:5][C@H:6]([CH3:14])[C:7]([O:9][C:10]([CH3:11])([CH3:12])[CH3:13])=[O:8])=[O:4])=[O:51])=[CH:53][CH:54]=1)([CH3:45])([CH3:43])[CH3:44].